This data is from Reaction yield outcomes from USPTO patents with 853,638 reactions. The task is: Predict the reaction yield, written as a fraction of the theoretical maximum amount of product (1.0 means a 100% yield; for example, 0.34 means a 34% yield). (1) The product is [CH:1]1([CH:4]([C:6]2[CH:11]=[CH:10][CH:9]=[C:8]([CH:12]([CH3:14])[CH3:13])[C:7]=2[O:15][CH2:23][C:24]([O:26][CH2:27][CH3:28])=[O:25])[CH3:5])[CH2:3][CH2:2]1. The yield is 0.483. The reactants are [CH:1]1([CH:4]([C:6]2[CH:11]=[CH:10][CH:9]=[C:8]([CH:12]([CH3:14])[CH3:13])[C:7]=2[OH:15])[CH3:5])[CH2:3][CH2:2]1.C(=O)([O-])[O-].[K+].[K+].Br[CH2:23][C:24]([O:26][CH2:27][CH3:28])=[O:25]. The catalyst is C(#N)C. (2) The reactants are [Cl:1]C(OC(Cl)C)=O.[F:8][C:9]1[CH:14]=[CH:13][C:12]([C@@H:15]2[O:20][CH2:19][CH2:18][N:17](CC3C=CC=CC=3)[CH2:16]2)=[CH:11][CH:10]=1. The catalyst is ClC(Cl)C. The product is [ClH:1].[F:8][C:9]1[CH:10]=[CH:11][C:12]([C@@H:15]2[O:20][CH2:19][CH2:18][NH:17][CH2:16]2)=[CH:13][CH:14]=1. The yield is 0.730. (3) The reactants are [CH2:1]([O:3][C:4]([C:6]1[NH:7][C:8]2[C:13]([CH:14]=1)=[CH:12][C:11]([OH:15])=[CH:10][CH:9]=2)=[O:5])[CH3:2].[CH:16]([N:19]1[CH2:24][CH2:23][CH:22](O)[CH2:21][CH2:20]1)([CH3:18])[CH3:17].C1(P(C2C=CC=CC=2)C2C=CC=CC=2)C=CC=CC=1.CC(OC(/N=N/C(OC(C)(C)C)=O)=O)(C)C. The catalyst is O1CCCC1. The product is [CH2:1]([O:3][C:4]([C:6]1[NH:7][C:8]2[C:13]([CH:14]=1)=[CH:12][C:11]([O:15][CH:22]1[CH2:23][CH2:24][N:19]([CH:16]([CH3:18])[CH3:17])[CH2:20][CH2:21]1)=[CH:10][CH:9]=2)=[O:5])[CH3:2]. The yield is 0.660. (4) The reactants are [CH2:1]1[C@@H:5]2[CH:6]3[C:11](=[O:12])[O:10][C:8](=[O:9])[CH:7]3[C@H:2]1[CH:3]=[CH:4]2.C1(C)C=CC=CC=1.COC1C=CC2N=CC=C([C@@H](O)[C@H]3N4C[C@H](C=C)[C@@H](CC4)C3)C=2C=1.[CH3:44][OH:45]. The catalyst is C(Cl)(Cl)(Cl)Cl. The product is [CH3:44][O:45][C:11]([C@@H:6]1[C@H:5]2[CH2:1][C@H:2]([CH:3]=[CH:4]2)[C@@H:7]1[C:8]([OH:10])=[O:9])=[O:12]. The yield is 0.980. (5) The reactants are [Br:1][C:2]1[CH:6]=[N:5][N:4]([CH3:7])[C:3]=1[C:8]1[CH:9]=[C:10]([NH2:16])[CH:11]=[CH:12][C:13]=1[O:14][CH3:15].[F:17][C:18]([F:29])([F:28])[C:19]1[CH:24]=[CH:23][C:22]([N:25]=[C:26]=[O:27])=[CH:21][CH:20]=1. The catalyst is C(Cl)Cl. The product is [Br:1][C:2]1[CH:6]=[N:5][N:4]([CH3:7])[C:3]=1[C:8]1[CH:9]=[C:10]([NH:16][C:26]([NH:25][C:22]2[CH:21]=[CH:20][C:19]([C:18]([F:17])([F:28])[F:29])=[CH:24][CH:23]=2)=[O:27])[CH:11]=[CH:12][C:13]=1[O:14][CH3:15]. The yield is 0.830.